This data is from Retrosynthesis with 50K atom-mapped reactions and 10 reaction types from USPTO. The task is: Predict the reactants needed to synthesize the given product. (1) Given the product CCn1cc(C(=O)O)c(=O)c2cc(F)c(N3CCC(NCC(C)=O)C3)nc21, predict the reactants needed to synthesize it. The reactants are: CC(=O)CNC1CCNC1.CCn1cc(C(=O)O)c(=O)c2cc(F)c(Cl)nc21. (2) Given the product CC(C)(C)OC(=O)N1CCc2nc(N)sc2C1, predict the reactants needed to synthesize it. The reactants are: CC(C)(C)OC(=O)N1CCC(=O)C(Br)C1.NC(N)=S. (3) Given the product CC(C)(Cc1c[nH]c2c(OCC#N)cccc12)NC(=O)OC(C)(C)C, predict the reactants needed to synthesize it. The reactants are: CC(C)(Cc1c[nH]c2c(O)cccc12)NC(=O)OC(C)(C)C.N#CCBr. (4) Given the product COc1ccc(-c2ccc3ncnc(-c4cccc(C(=O)N5CCN(C(C)=O)C(C)(C)C5)c4)c3c2)cn1, predict the reactants needed to synthesize it. The reactants are: CC(=O)Cl.COc1ccc(-c2ccc3ncnc(-c4cccc(C(=O)N5CCNC(C)(C)C5)c4)c3c2)cn1. (5) Given the product COC1CN(c2ccc(Br)cn2)C1, predict the reactants needed to synthesize it. The reactants are: COC1CNC1.Fc1ccc(Br)cn1.